Task: Predict the reaction yield, written as a fraction of the theoretical maximum amount of product (1.0 means a 100% yield; for example, 0.34 means a 34% yield).. Dataset: Reaction yield outcomes from USPTO patents with 853,638 reactions (1) The reactants are [C:1]([O:5][C:6]([N:8]1[CH2:13][CH2:12][N:11]([C:14]2[CH:19]=[CH:18][CH:17]=[C:16]([C:20]3[N:28]4[C:23]([C:24]([NH2:29])=[N:25][CH:26]=[N:27]4)=[C:22](Br)[CH:21]=3)[CH:15]=2)[CH2:10][CH2:9]1)=[O:7])([CH3:4])([CH3:3])[CH3:2].[CH2:31]([N:38]1[CH:46]=[C:45]2[C:40]([CH:41]=[C:42](B3OC(C)(C)C(C)(C)O3)[CH:43]=[CH:44]2)=[N:39]1)[C:32]1[CH:37]=[CH:36][CH:35]=[CH:34][CH:33]=1.C(Cl)Cl.C([O-])([O-])=O.[Na+].[Na+]. The catalyst is C1C=CC(P(C2C=CC=CC=2)[C-]2C=CC=C2)=CC=1.C1C=CC(P(C2C=CC=CC=2)[C-]2C=CC=C2)=CC=1.Cl[Pd]Cl.[Fe+2]. The product is [C:1]([O:5][C:6]([N:8]1[CH2:13][CH2:12][N:11]([C:14]2[CH:19]=[CH:18][CH:17]=[C:16]([C:20]3[N:28]4[C:23]([C:24]([NH2:29])=[N:25][CH:26]=[N:27]4)=[C:22]([C:42]4[CH:43]=[CH:44][C:45]5[C:40]([CH:41]=4)=[N:39][N:38]([CH2:31][C:32]4[CH:37]=[CH:36][CH:35]=[CH:34][CH:33]=4)[CH:46]=5)[CH:21]=3)[CH:15]=2)[CH2:10][CH2:9]1)=[O:7])([CH3:4])([CH3:3])[CH3:2]. The yield is 0.400. (2) The reactants are [C:1]([C:3]1([C:8]([O:10][CH3:11])=[O:9])[CH2:7][CH2:6][CH2:5][CH2:4]1)#[N:2].[BH4-].[Na+].[C:14]([O:18][C:19](O[C:19]([O:18][C:14]([CH3:17])([CH3:16])[CH3:15])=[O:20])=[O:20])([CH3:17])([CH3:16])[CH3:15]. The catalyst is CO.C(Cl)Cl.O.[Co](Cl)Cl. The product is [C:14]([O:18][C:19]([NH:2][CH2:1][C:3]1([C:8]([O:10][CH3:11])=[O:9])[CH2:7][CH2:6][CH2:5][CH2:4]1)=[O:20])([CH3:17])([CH3:16])[CH3:15]. The yield is 0.710. (3) The reactants are O(S(C(F)(F)F)(=O)=O)S(C(F)(F)F)(=O)=O.[CH2:16]([O:23][N:24]1[C:30](=[O:31])[N:29]2[CH2:32][C@H:25]1[CH2:26][CH2:27][C@H:28]2[C:33]([NH:35][NH:36][C:37](=O)[CH2:38][CH2:39][NH:40][C:41](=[O:47])[O:42][C:43]([CH3:46])([CH3:45])[CH3:44])=[O:34])[C:17]1[CH:22]=[CH:21][CH:20]=[CH:19][CH:18]=1.N1C=CC=CC=1.C([O-])(O)=O.[Na+]. The catalyst is C(Cl)Cl. The product is [CH2:16]([O:23][N:24]1[C:30](=[O:31])[N:29]2[CH2:32][C@H:25]1[CH2:26][CH2:27][C@H:28]2[C:33]1[O:34][C:37]([CH2:38][CH2:39][NH:40][C:41](=[O:47])[O:42][C:43]([CH3:46])([CH3:44])[CH3:45])=[N:36][N:35]=1)[C:17]1[CH:22]=[CH:21][CH:20]=[CH:19][CH:18]=1. The yield is 0.420. (4) The reactants are [CH2:1]([O:3][CH2:4][O:5][C:6]1[CH:11]=[C:10]([O:12][CH2:13][O:14][CH2:15][CH3:16])[CH:9]=[CH:8][C:7]=1[O:17][CH:18]([CH3:20])[CH3:19])[CH3:2].[Li][CH2:22]CCC.CI. The catalyst is C1COCC1. The product is [CH2:15]([O:14][CH2:13][O:12][C:10]1[CH:9]=[CH:8][C:7]([O:17][CH:18]([CH3:20])[CH3:19])=[C:6]([O:5][CH2:4][O:3][CH2:1][CH3:2])[C:11]=1[CH3:22])[CH3:16]. The yield is 0.790. (5) The reactants are [CH:1]([O:4][C:5]1[CH:11]=[CH:10][C:8]([NH2:9])=[CH:7][CH:6]=1)([CH3:3])[CH3:2].Cl[C:13]([O:15][C:16]1[CH:21]=[CH:20][C:19]([N+:22]([O-:24])=[O:23])=[CH:18][CH:17]=1)=[O:14]. The catalyst is C(Cl)Cl.N1C=CC=CC=1. The product is [N+:22]([C:19]1[CH:18]=[CH:17][C:16]([O:15][C:13](=[O:14])[NH:9][C:8]2[CH:10]=[CH:11][C:5]([O:4][CH:1]([CH3:3])[CH3:2])=[CH:6][CH:7]=2)=[CH:21][CH:20]=1)([O-:24])=[O:23]. The yield is 0.980.